From a dataset of CYP2C19 inhibition data for predicting drug metabolism from PubChem BioAssay. Regression/Classification. Given a drug SMILES string, predict its absorption, distribution, metabolism, or excretion properties. Task type varies by dataset: regression for continuous measurements (e.g., permeability, clearance, half-life) or binary classification for categorical outcomes (e.g., BBB penetration, CYP inhibition). Dataset: cyp2c19_veith. (1) The drug is COC(=O)[C@@]1(Cc2ccc(F)cc2)[C@H]2c3cc(C(=O)N(C)C)[nH]c3C[C@H]2CN1C(=O)c1ccccc1. The result is 1 (inhibitor). (2) The drug is COCCn1c(=O)c(C)nc2cnc(Nc3ccccc3)nc21. The result is 0 (non-inhibitor). (3) The molecule is CCCc1nn2c(=O)c(C(c3ccc(C)cc3)c3c(O)nc4sc(CCC)nn4c3=O)c(O)nc2s1. The result is 0 (non-inhibitor). (4) The compound is O=C(O)CN1CCN(Cc2ccccc2)C1=O. The result is 1 (inhibitor). (5) The drug is O=C(CC1C(=O)N(c2ccc(Cl)cc2)C(=S)N1CCc1ccncc1)Nc1ccc(F)cc1. The result is 1 (inhibitor). (6) The molecule is Cc1cccnc1NC(=S)NC(=O)c1cccs1. The result is 1 (inhibitor). (7) The drug is O=C(NNC(=O)c1ccccc1)C(=O)N1CCCCC1. The result is 0 (non-inhibitor).